This data is from Peptide-MHC class I binding affinity with 185,985 pairs from IEDB/IMGT. The task is: Regression. Given a peptide amino acid sequence and an MHC pseudo amino acid sequence, predict their binding affinity value. This is MHC class I binding data. (1) The peptide sequence is HAVWYVASF. The MHC is HLA-A02:16 with pseudo-sequence HLA-A02:16. The binding affinity (normalized) is 0.0847. (2) The peptide sequence is MPYAAHDPI. The MHC is HLA-B83:01 with pseudo-sequence HLA-B83:01. The binding affinity (normalized) is 0.524. (3) The peptide sequence is ESARPEDVSF. The binding affinity (normalized) is 0.447. The MHC is Mamu-A01 with pseudo-sequence Mamu-A01. (4) The peptide sequence is FWAWSVLRV. The MHC is HLA-A80:01 with pseudo-sequence HLA-A80:01. The binding affinity (normalized) is 0.0847.